Dataset: Catalyst prediction with 721,799 reactions and 888 catalyst types from USPTO. Task: Predict which catalyst facilitates the given reaction. (1) Reactant: Cl.[CH:2]([CH:15]1[C:20](=[O:21])[CH2:19][CH2:18][NH:17][CH2:16]1)([C:9]1[CH:14]=[CH:13][CH:12]=[CH:11][CH:10]=1)[C:3]1[CH:8]=[CH:7][CH:6]=[CH:5][CH:4]=1.[C:22]([N:30]=[C:31]=[S:32])(=[O:29])[C:23]1[CH:28]=[CH:27][CH:26]=[CH:25][CH:24]=1.C(N(CC)CC)C. Product: [CH:2]([CH:15]1[C:20](=[O:21])[CH2:19][CH2:18][N:17]([C:31]([NH:30][C:22](=[O:29])[C:23]2[CH:24]=[CH:25][CH:26]=[CH:27][CH:28]=2)=[S:32])[CH2:16]1)([C:9]1[CH:14]=[CH:13][CH:12]=[CH:11][CH:10]=1)[C:3]1[CH:4]=[CH:5][CH:6]=[CH:7][CH:8]=1. The catalyst class is: 4. (2) Reactant: [Cl:1][C:2]1[CH:7]=[CH:6][CH:5]=[CH:4][C:3]=1[S:8]([N:11]([C:18]1[CH:23]=[CH:22][CH:21]=[C:20]([O:24][CH3:25])[N:19]=1)[CH:12]1[CH2:17][CH2:16][NH:15][CH2:14][CH2:13]1)(=[O:10])=[O:9].CCN([CH:32]([CH3:34])[CH3:33])C(C)C. Product: [Cl:1][C:2]1[CH:7]=[CH:6][CH:5]=[CH:4][C:3]=1[S:8]([N:11]([CH:12]1[CH2:13][CH2:14][N:15]([S:8]([C:3]2[CH:4]=[CH:5][C:34]([CH2:32][CH3:33])=[CH:7][CH:2]=2)(=[O:10])=[O:9])[CH2:16][CH2:17]1)[C:18]1[CH:23]=[CH:22][CH:21]=[C:20]([O:24][CH3:25])[N:19]=1)(=[O:9])=[O:10]. The catalyst class is: 1.